Dataset: Catalyst prediction with 721,799 reactions and 888 catalyst types from USPTO. Task: Predict which catalyst facilitates the given reaction. (1) Reactant: [F:1][C:2]([F:44])([F:43])[C:3]1[CH:4]=[C:5]([C@H:13]([O:15][C@H:16]2[CH2:24][N:23]3[C@@H:18]([CH2:19][C:20]([C:26]4[CH2:27][CH2:28][N:29]([C:32]([CH3:35])([CH3:34])[CH3:33])[CH2:30][CH:31]=4)=[CH:21][C:22]3=[O:25])[C@@H:17]2[C:36]2[CH:41]=[CH:40][C:39]([F:42])=[CH:38][CH:37]=2)[CH3:14])[CH:6]=[C:7]([C:9]([F:12])([F:11])[F:10])[CH:8]=1.[H][H]. Product: [F:44][C:2]([F:1])([F:43])[C:3]1[CH:4]=[C:5]([C@H:13]([O:15][C@H:16]2[CH2:24][N:23]3[C@@H:18]([CH2:19][C:20]([CH:26]4[CH2:27][CH2:28][N:29]([C:32]([CH3:33])([CH3:34])[CH3:35])[CH2:30][CH2:31]4)=[CH:21][C:22]3=[O:25])[C@@H:17]2[C:36]2[CH:41]=[CH:40][C:39]([F:42])=[CH:38][CH:37]=2)[CH3:14])[CH:6]=[C:7]([C:9]([F:10])([F:11])[F:12])[CH:8]=1. The catalyst class is: 19. (2) Reactant: [C:1]([NH:4][C:5]1[N:10]=[CH:9][N:8]=[C:7]([C:11]2[CH2:12][CH2:13][C:14]3[CH:15]=[CH:16][C:17]([C:21]([O:23][CH3:24])=[O:22])=[CH:18][C:19]=3[CH:20]=2)[CH:6]=1)(=[O:3])[CH3:2].C(O)C.C1COCC1. Product: [C:1]([NH:4][C:5]1[N:10]=[CH:9][N:8]=[C:7]([CH:11]2[CH2:20][C:19]3[CH:18]=[C:17]([C:21]([O:23][CH3:24])=[O:22])[CH:16]=[CH:15][C:14]=3[CH2:13][CH2:12]2)[CH:6]=1)(=[O:3])[CH3:2]. The catalyst class is: 99.